Predict the product of the given reaction. From a dataset of Forward reaction prediction with 1.9M reactions from USPTO patents (1976-2016). (1) The product is: [C:13]([CH2:12][C:8]1[CH:7]=[C:6]2[C:11]([CH:2]([NH:1][C:23](=[O:24])[CH2:22][CH:21]([C:15]3[CH:20]=[CH:19][CH:18]=[CH:17][CH:16]=3)[NH:26][S:27]([C:30]3[CH:35]=[CH:34][CH:33]=[C:32]([C:36]([F:39])([F:37])[F:38])[CH:31]=3)(=[O:29])=[O:28])[CH2:3][CH2:4][O:5]2)=[CH:10][CH:9]=1)#[N:14]. Given the reactants [NH2:1][CH:2]1[C:11]2[C:6](=[CH:7][C:8]([CH2:12][C:13]#[N:14])=[CH:9][CH:10]=2)[O:5][CH2:4][CH2:3]1.[C:15]1([CH:21]([NH:26][S:27]([C:30]2[CH:35]=[CH:34][CH:33]=[C:32]([C:36]([F:39])([F:38])[F:37])[CH:31]=2)(=[O:29])=[O:28])[CH2:22][C:23](O)=[O:24])[CH:20]=[CH:19][CH:18]=[CH:17][CH:16]=1.CN(C(ON1N=NC2C=CC=NC1=2)=[N+](C)C)C.F[P-](F)(F)(F)(F)F.C(Cl)CCl.CCN(C(C)C)C(C)C, predict the reaction product. (2) Given the reactants [C:1]([NH:4][CH2:5][CH2:6][C:7]1[CH:12]=[CH:11][C:10]([C:13]2[CH:14]=[C:15]3[C:19](=[C:20]([C:22]([NH2:24])=[O:23])[CH:21]=2)[NH:18][CH:17]=[C:16]3[CH:25]2[CH2:30][CH2:29][N:28]([S:31]([CH2:34][CH3:35])(=[O:33])=[O:32])[CH2:27][CH2:26]2)=[CH:9][CH:8]=1)(=[O:3])[CH3:2].Br[C:37]1[CH:42]=CC(CCNC(=O)C)=C[CH:38]=1, predict the reaction product. The product is: [CH:2]1([C:1]([NH:4][CH2:5][CH2:6][C:7]2[CH:12]=[CH:11][C:10]([C:13]3[CH:14]=[C:15]4[C:19](=[C:20]([C:22]([NH2:24])=[O:23])[CH:21]=3)[NH:18][CH:17]=[C:16]4[CH:25]3[CH2:30][CH2:29][N:28]([S:31]([CH2:34][CH3:35])(=[O:32])=[O:33])[CH2:27][CH2:26]3)=[CH:9][CH:8]=2)=[O:3])[CH2:42][CH2:37][CH2:38]1.